From a dataset of Reaction yield outcomes from USPTO patents with 853,638 reactions. Predict the reaction yield, written as a fraction of the theoretical maximum amount of product (1.0 means a 100% yield; for example, 0.34 means a 34% yield). (1) The reactants are [CH:1]([C:4]1[C:8]([CH2:9][CH2:10][CH2:11][OH:12])=[CH:7][N:6]([C:13]2[CH:18]=[CH:17][C:16]([C:19]([F:22])([F:21])[F:20])=[CH:15][N:14]=2)[N:5]=1)([CH3:3])[CH3:2].[CH2:23]([C:25]1[CH:39]=[CH:38][C:28]([O:29][C:30]([CH3:37])([CH3:36])[C:31]([O:33]CC)=[O:32])=[CH:27][C:26]=1O)[CH3:24].C(P(CCCC)CCCC)CCC.N(C(N1CCCCC1)=O)=NC(N1CCCCC1)=O. The catalyst is O1CCCC1. The product is [CH2:23]([C:25]1[CH:39]=[CH:38][C:28]([O:29][C:30]([CH3:36])([CH3:37])[C:31]([OH:33])=[O:32])=[CH:27][C:26]=1[O:12][CH2:11][CH2:10][CH2:9][C:8]1[C:4]([CH:1]([CH3:3])[CH3:2])=[N:5][N:6]([C:13]2[CH:18]=[CH:17][C:16]([C:19]([F:21])([F:20])[F:22])=[CH:15][N:14]=2)[CH:7]=1)[CH3:24]. The yield is 0.680. (2) The reactants are [CH2:1]([O:3][C:4]([C:6]1[CH:7]=[N:8][C:9]2[C:14]([C:15]=1Cl)=[CH:13][CH:12]=[CH:11][C:10]=2[O:17][CH3:18])=[O:5])[CH3:2].[NH2:19][CH2:20][CH2:21][CH2:22][CH3:23]. No catalyst specified. The product is [CH2:1]([O:3][C:4]([C:6]1[CH:7]=[N:8][C:9]2[C:14]([C:15]=1[NH:19][CH2:20][CH2:21][CH2:22][CH3:23])=[CH:13][CH:12]=[CH:11][C:10]=2[O:17][CH3:18])=[O:5])[CH3:2]. The yield is 1.00. (3) The reactants are [CH3:1][C:2]1[NH:3][C:4]2[CH2:5][C:6]([CH3:13])([CH3:12])[CH2:7][C:8](=[O:11])[C:9]=2[CH:10]=1.[O:14]1[CH2:19][CH2:18][N:17]([S:20]([C:23]2[CH:30]=[CH:29][C:26]([CH:27]=[O:28])=[CH:25][CH:24]=2)(=[O:22])=[O:21])[CH2:16][CH2:15]1.[OH-].[Na+]. The catalyst is CO.O. The product is [OH:28][CH:27]([C:26]1[CH:25]=[CH:24][C:23]([S:20]([N:17]2[CH2:18][CH2:19][O:14][CH2:15][CH2:16]2)(=[O:22])=[O:21])=[CH:30][CH:29]=1)[C:10]1[C:9]2[C:8](=[O:11])[CH2:7][C:6]([CH3:13])([CH3:12])[CH2:5][C:4]=2[NH:3][C:2]=1[CH3:1]. The yield is 0.540.